This data is from Peptide-MHC class I binding affinity with 185,985 pairs from IEDB/IMGT. The task is: Regression. Given a peptide amino acid sequence and an MHC pseudo amino acid sequence, predict their binding affinity value. This is MHC class I binding data. The binding affinity (normalized) is 0.0847. The peptide sequence is VSSKKCTAL. The MHC is HLA-A02:01 with pseudo-sequence HLA-A02:01.